From a dataset of Reaction yield outcomes from USPTO patents with 853,638 reactions. Predict the reaction yield, written as a fraction of the theoretical maximum amount of product (1.0 means a 100% yield; for example, 0.34 means a 34% yield). The reactants are Br[CH2:2][C:3]([C:5]1[CH:10]=[CH:9][C:8]([O:11][CH3:12])=[CH:7][C:6]=1[O:13][CH3:14])=[O:4].[C:15]1([OH:21])[CH:20]=[CH:19][CH:18]=[CH:17][CH:16]=1.C([O-])([O-])=O.[K+].[K+]. The catalyst is CC(=O)CC.CCOC(C)=O. The product is [O:21]([CH2:2][C:3]([C:5]1[CH:10]=[CH:9][C:8]([O:11][CH3:12])=[CH:7][C:6]=1[O:13][CH3:14])=[O:4])[C:15]1[CH:20]=[CH:19][CH:18]=[CH:17][CH:16]=1. The yield is 0.840.